The task is: Predict which catalyst facilitates the given reaction.. This data is from Catalyst prediction with 721,799 reactions and 888 catalyst types from USPTO. (1) Reactant: C[O:2][C:3]([C@@H:5]1[CH2:9][C@H:8]([N:10]([CH3:19])[C:11]([O:13][CH2:14][C:15]([Cl:18])([Cl:17])[Cl:16])=[O:12])[CH2:7][N:6]1[C:20]([O:22][C:23]([CH3:26])([CH3:25])[CH3:24])=[O:21])=[O:4].[OH-].[Na+]. Product: [C:23]([O:22][C:20]([N:6]1[CH2:7][C@@H:8]([N:10]([CH3:19])[C:11]([O:13][CH2:14][C:15]([Cl:18])([Cl:17])[Cl:16])=[O:12])[CH2:9][C@H:5]1[C:3]([OH:4])=[O:2])=[O:21])([CH3:26])([CH3:24])[CH3:25]. The catalyst class is: 5. (2) Reactant: C[O:2][C:3]1[CH:4]=[C:5]([CH:15]=[CH:16][N:17]=1)[C:6]([NH:8][C:9]1[CH:14]=[CH:13][CH:12]=[CH:11][CH:10]=1)=[O:7].I[Si](C)(C)C.CO. Product: [OH:2][C:3]1[CH:4]=[C:5]([CH:15]=[CH:16][N:17]=1)[C:6]([NH:8][C:9]1[CH:14]=[CH:13][CH:12]=[CH:11][CH:10]=1)=[O:7]. The catalyst class is: 22.